Predict the reaction yield, written as a fraction of the theoretical maximum amount of product (1.0 means a 100% yield; for example, 0.34 means a 34% yield). From a dataset of Reaction yield outcomes from USPTO patents with 853,638 reactions. (1) The reactants are N[C@@H:2]([CH2:6][C:7]1[CH:12]=[CH:11][CH:10]=[CH:9][CH:8]=1)[C:3]([OH:5])=[O:4].Cl. No catalyst specified. The product is [C:7]1([CH2:6][CH2:2][C:3]([OH:5])=[O:4])[CH:12]=[CH:11][CH:10]=[CH:9][CH:8]=1. The yield is 0.210. (2) The reactants are [NH2:1][C:2]1[C:6]([CH2:7][OH:8])=[CH:5][N:4]([C:9]2[CH:14]=[CH:13][CH:12]=[CH:11][CH:10]=2)[N:3]=1. The catalyst is [O-2].[O-2].[Mn+4].O1CCCC1. The product is [NH2:1][C:2]1[C:6]([CH:7]=[O:8])=[CH:5][N:4]([C:9]2[CH:10]=[CH:11][CH:12]=[CH:13][CH:14]=2)[N:3]=1. The yield is 0.820. (3) The reactants are [OH:1][CH2:2][CH:3]1[NH:8][CH2:7][CH2:6][N:5]([C:9]([O:11][C:12]([CH3:15])([CH3:14])[CH3:13])=[O:10])[CH2:4]1.[F:16][C:17]([F:28])([F:27])[C:18]1[CH:19]=[C:20]([N:24]=[C:25]=[O:26])[CH:21]=[CH:22][CH:23]=1. The catalyst is O1CCCC1. The product is [OH:1][CH2:2][CH:3]1[N:8]([C:25](=[O:26])[NH:24][C:20]2[CH:21]=[CH:22][CH:23]=[C:18]([C:17]([F:16])([F:28])[F:27])[CH:19]=2)[CH2:7][CH2:6][N:5]([C:9]([O:11][C:12]([CH3:15])([CH3:14])[CH3:13])=[O:10])[CH2:4]1. The yield is 0.696. (4) The reactants are [CH:1]([C:3]1[CH:8]=[C:7]([O:9][CH3:10])[N:6]=[CH:5][C:4]=1[O:11][CH2:12][C:13]1[C:14]([C:19]2[CH:23]=[CH:22][N:21]([CH2:24][CH2:25][C:26]([O:28]C)=[O:27])[N:20]=2)=[N:15][CH:16]=[CH:17][CH:18]=1)=[O:2].[OH-].[Na+]. The catalyst is CO.C1COCC1. The product is [CH:1]([C:3]1[CH:8]=[C:7]([O:9][CH3:10])[N:6]=[CH:5][C:4]=1[O:11][CH2:12][C:13]1[C:14]([C:19]2[CH:23]=[CH:22][N:21]([CH2:24][CH2:25][C:26]([OH:28])=[O:27])[N:20]=2)=[N:15][CH:16]=[CH:17][CH:18]=1)=[O:2]. The yield is 0.780.